From a dataset of Reaction yield outcomes from USPTO patents with 853,638 reactions. Predict the reaction yield, written as a fraction of the theoretical maximum amount of product (1.0 means a 100% yield; for example, 0.34 means a 34% yield). The reactants are C([O:3][C:4](=O)[C:5]1[CH:10]=[CH:9][C:8]([OH:11])=[C:7]([Cl:12])[CH:6]=1)C.[NH2:14][NH2:15]. No catalyst specified. The product is [Cl:12][C:7]1[CH:6]=[C:5]([CH:10]=[CH:9][C:8]=1[OH:11])[C:4]([NH:14][NH2:15])=[O:3]. The yield is 0.690.